Dataset: Peptide-MHC class II binding affinity with 134,281 pairs from IEDB. Task: Regression. Given a peptide amino acid sequence and an MHC pseudo amino acid sequence, predict their binding affinity value. This is MHC class II binding data. (1) The peptide sequence is PSEPWNTGHDWILAD. The MHC is DRB3_0301 with pseudo-sequence DRB3_0301. The binding affinity (normalized) is 0.330. (2) The peptide sequence is GELQIVDKIDAYFKI. The MHC is DRB1_1501 with pseudo-sequence DRB1_1501. The binding affinity (normalized) is 0.515. (3) The peptide sequence is GELQIVDQIDAAFKI. The MHC is DRB5_0101 with pseudo-sequence DRB5_0101. The binding affinity (normalized) is 0.730. (4) The peptide sequence is TINAVASRKASNTIL. The MHC is DRB1_0301 with pseudo-sequence DRB1_0301. The binding affinity (normalized) is 0.514. (5) The peptide sequence is YVRITGLYPTLNISD. The MHC is DRB1_0101 with pseudo-sequence DRB1_0101. The binding affinity (normalized) is 0.691. (6) The peptide sequence is QRRFGGTVIRNPLSR. The MHC is HLA-DQA10501-DQB10303 with pseudo-sequence HLA-DQA10501-DQB10303. The binding affinity (normalized) is 0.515.